From a dataset of Reaction yield outcomes from USPTO patents with 853,638 reactions. Predict the reaction yield, written as a fraction of the theoretical maximum amount of product (1.0 means a 100% yield; for example, 0.34 means a 34% yield). (1) The reactants are [CH3:1][O:2][C:3]([C@H:5]1[N:9]2[C:10](=[O:29])[CH:11]=[C:12]([CH2:22][CH2:23][CH2:24][CH2:25][CH2:26][CH2:27][CH3:28])[C:13]([C:14]3[CH:19]=[CH:18][C:17]([F:20])=[C:16]([F:21])[CH:15]=3)=[C:8]2[S:7][CH2:6]1)=[O:4].[N:30]([O-:32])=[O:31].[Na+].O=O.C(O)(C(F)(F)F)=O.C([O-])(O)=O.[Na+]. The catalyst is C(Cl)Cl. The product is [CH3:1][O:2][C:3]([C@H:5]1[N:9]2[C:10](=[O:29])[C:11]([N+:30]([O-:32])=[O:31])=[C:12]([CH2:22][CH2:23][CH2:24][CH2:25][CH2:26][CH2:27][CH3:28])[C:13]([C:14]3[CH:19]=[CH:18][C:17]([F:20])=[C:16]([F:21])[CH:15]=3)=[C:8]2[S:7][CH2:6]1)=[O:4]. The yield is 0.720. (2) The reactants are [CH3:1][N:2]1[CH:6]=[C:5]([C:7]2[CH:8]=[N:9][C:10]3[C:15]([CH:16]=2)=[CH:14][C:13]([CH2:17][C:18]([NH:20][NH2:21])=O)=[CH:12][CH:11]=3)[CH:4]=[N:3]1.[Cl:22][C:23]1[N:24]=[N:25][C:26](Cl)=[CH:27][CH:28]=1. The catalyst is CCCCO. The product is [Cl:22][C:23]1[CH:28]=[CH:27][C:26]2[N:20]([C:18]([CH2:17][C:13]3[CH:14]=[C:15]4[C:10](=[CH:11][CH:12]=3)[N:9]=[CH:8][C:7]([C:5]3[CH:4]=[N:3][N:2]([CH3:1])[CH:6]=3)=[CH:16]4)=[N:24][N:25]=2)[N:21]=1. The yield is 0.570. (3) The reactants are [Cl:1][C:2]1[S:3][C:4]([CH3:12])=[C:5]([C:7]([O:9][CH2:10][CH3:11])=[O:8])[N:6]=1.C1C(=O)N([Br:20])C(=O)C1.CC(N=NC(C#N)(C)C)(C#N)C. The catalyst is C(Cl)(Cl)(Cl)Cl. The product is [Br:20][CH2:12][C:4]1[S:3][C:2]([Cl:1])=[N:6][C:5]=1[C:7]([O:9][CH2:10][CH3:11])=[O:8]. The yield is 0.290. (4) The reactants are F[C:2]1[CH:9]=[CH:8][C:5]([C:6]#[N:7])=[CH:4][C:3]=1[N+:10]([O-:12])=[O:11].[NH2:13][CH2:14][CH2:15][CH2:16][OH:17]. The catalyst is C1COCC1. The product is [OH:17][CH2:16][CH2:15][CH2:14][NH:13][C:2]1[CH:9]=[CH:8][C:5]([C:6]#[N:7])=[CH:4][C:3]=1[N+:10]([O-:12])=[O:11]. The yield is 0.990. (5) The reactants are Cl[C:2]1[N:3]=[C:4]([N:14]2[CH2:19][CH2:18][O:17][CH2:16][C@@H:15]2[CH3:20])[C:5]2[CH2:10][N:9]([CH:11]([CH3:13])[CH3:12])[CH2:8][C:6]=2[N:7]=1.[F:21][C:22]1[CH:23]=[C:24]([NH:37][C:38]([NH:40][CH2:41][CH2:42][OH:43])=[O:39])[CH:25]=[CH:26][C:27]=1B1OC(C)(C)C(C)(C)O1.ClCCl.C(=O)([O-])[O-].[Na+].[Na+].COC1CCCC1. The catalyst is C1C=CC(P(C2C=CC=CC=2)[C-]2C=CC=C2)=CC=1.C1C=CC(P(C2C=CC=CC=2)[C-]2C=CC=C2)=CC=1.Cl[Pd]Cl.[Fe+2].CCO.O. The product is [F:21][C:22]1[CH:23]=[C:24]([NH:37][C:38]([NH:40][CH2:41][CH2:42][OH:43])=[O:39])[CH:25]=[CH:26][C:27]=1[C:2]1[N:3]=[C:4]([N:14]2[CH2:19][CH2:18][O:17][CH2:16][C@@H:15]2[CH3:20])[C:5]2[CH2:10][N:9]([CH:11]([CH3:13])[CH3:12])[CH2:8][C:6]=2[N:7]=1. The yield is 0.0500. (6) The reactants are [NH2:1][C:2]1[CH:7]=[CH:6][C:5]([C:8]2[N:9]([CH:22]3[CH2:25][CH2:24][CH2:23]3)[C:10]3[C:15]([C:16]=2[C:17]#[N:18])=[CH:14][CH:13]=[C:12]([O:19][CH2:20][CH3:21])[CH:11]=3)=[CH:4][CH:3]=1.Cl[C:27]([O:29][C:30]1[CH:35]=[CH:34][C:33]([N+]([O-])=O)=C[CH:31]=1)=[O:28].N1C=CC=CC=1.C1(C(C)O)CC1. The catalyst is C(Cl)Cl.ClCCCl. The product is [CH:35]1([CH:30]([O:29][C:27](=[O:28])[NH:1][C:2]2[CH:3]=[CH:4][C:5]([C:8]3[N:9]([CH:22]4[CH2:23][CH2:24][CH2:25]4)[C:10]4[C:15]([C:16]=3[C:17]#[N:18])=[CH:14][CH:13]=[C:12]([O:19][CH2:20][CH3:21])[CH:11]=4)=[CH:6][CH:7]=2)[CH3:31])[CH2:34][CH2:33]1. The yield is 0.600. (7) The reactants are [NH2:1][C:2]1[CH:11]=[CH:10][C:9](Br)=[CH:8][C:3]=1[C:4]([O:6][CH3:7])=[O:5].[CH:13]1(B(O)O)[CH2:15][CH2:14]1.[O-]P([O-])([O-])=O.[K+].[K+].[K+].P(C1CCCCC1)(C1CCCCC1)C1CCCCC1. The catalyst is C1(C)C=CC=CC=1.O. The product is [NH2:1][C:2]1[CH:11]=[CH:10][C:9]([CH:13]2[CH2:15][CH2:14]2)=[CH:8][C:3]=1[C:4]([O:6][CH3:7])=[O:5]. The yield is 0.770. (8) The catalyst is CC(C)=O.[I-].[Na+]. The reactants are Br[CH2:2][C:3]1[C:11]2[N:10]=[CH:9][N:8]([C:12]([O:14][C:15]([CH3:18])([CH3:17])[CH3:16])=[O:13])[C:7]=2[CH:6]=[CH:5][CH:4]=1.[N-:19]=[N+:20]=[N-:21].[Na+]. The yield is 0.840. The product is [N:19]([CH2:2][C:3]1[C:11]2[N:10]=[CH:9][N:8]([C:12]([O:14][C:15]([CH3:18])([CH3:17])[CH3:16])=[O:13])[C:7]=2[CH:6]=[CH:5][CH:4]=1)=[N+:20]=[N-:21]. (9) The reactants are [Br:1][C:2]1[CH:3]=[C:4]([C:8]([NH:13]C(=O)OC(C)(C)C)([CH3:12])[CH2:9][NH:10][CH3:11])[CH:5]=[CH:6][CH:7]=1. The catalyst is C(O)(C(F)(F)F)=O.C(Cl)Cl. The product is [Br:1][C:2]1[CH:3]=[C:4]([C:8]([NH2:13])([CH3:12])[CH2:9][NH:10][CH3:11])[CH:5]=[CH:6][CH:7]=1. The yield is 0.760. (10) The reactants are [Br:1][C:2]1[CH:11]=[C:10]2[C:5]([C:6](=O)[NH:7][C:8]([CH3:12])=[N:9]2)=[CH:4][CH:3]=1.O(Cl)[Cl:15]. The catalyst is CN(C)C1C=CC=CC=1. The product is [Br:1][C:2]1[CH:11]=[C:10]2[C:5]([C:6]([Cl:15])=[N:7][C:8]([CH3:12])=[N:9]2)=[CH:4][CH:3]=1. The yield is 0.590.